From a dataset of Reaction yield outcomes from USPTO patents with 853,638 reactions. Predict the reaction yield, written as a fraction of the theoretical maximum amount of product (1.0 means a 100% yield; for example, 0.34 means a 34% yield). (1) The reactants are [F:1][C:2]1[CH:3]=[C:4]([NH2:9])[C:5]([NH2:8])=[CH:6][CH:7]=1.[C:10](O[C:10]([O:12][C:13]([CH3:16])([CH3:15])[CH3:14])=[O:11])([O:12][C:13]([CH3:16])([CH3:15])[CH3:14])=[O:11].C(OCC)(=O)C. The catalyst is O. The product is [C:13]([O:12][C:10](=[O:11])[NH:9][C:4]1[CH:3]=[C:2]([F:1])[CH:7]=[CH:6][C:5]=1[NH2:8])([CH3:16])([CH3:15])[CH3:14]. The yield is 0.730. (2) The reactants are [CH3:1][NH:2][C:3]1[CH:8]=[CH:7][C:6]([CH2:9][OH:10])=[CH:5][CH:4]=1.N1C=CN=C1.[CH3:16][C:17]([Si:20](Cl)([CH3:22])[CH3:21])([CH3:19])[CH3:18]. The catalyst is C(Cl)Cl.O. The product is [Si:20]([O:10][CH2:9][C:6]1[CH:7]=[CH:8][C:3]([NH:2][CH3:1])=[CH:4][CH:5]=1)([C:17]([CH3:19])([CH3:18])[CH3:16])([CH3:22])[CH3:21]. The yield is 0.660. (3) The reactants are [Br:1][C:2]1[C:3](=[O:9])[NH:4][C:5]([Cl:8])=[N:6][CH:7]=1.[H-].[Na+].[Br-].[Li+].Br[CH2:15][C:16]1[C:17]([C:22]#[N:23])=[CH:18][CH:19]=[CH:20][CH:21]=1. The catalyst is COCCOC.CCOC(C)=O.CN(C=O)C. The product is [Br:1][C:2]1[C:3](=[O:9])[N:4]([CH2:15][C:16]2[CH:21]=[CH:20][CH:19]=[CH:18][C:17]=2[C:22]#[N:23])[C:5]([Cl:8])=[N:6][CH:7]=1. The yield is 0.340. (4) The reactants are CC1(C)[O:6][C@@H:5]([C:7]2[N:8]=[CH:9][C:10]([NH:13][C:14](=[O:37])[C@@H:15]([N:20]3[CH2:24][C:23]([O:25][C:26]4[CH:31]=[CH:30][CH:29]=[C:28]([O:32][CH2:33][CH3:34])[C:27]=4[F:35])=[CH:22][C:21]3=[O:36])[CH2:16][CH:17]([CH3:19])[CH3:18])=[N:11][CH:12]=2)[CH2:4][O:3]1.Cl. The yield is 0.680. The product is [OH:6][C@@H:5]([C:7]1[N:8]=[CH:9][C:10]([NH:13][C:14](=[O:37])[C@@H:15]([N:20]2[CH2:24][C:23]([O:25][C:26]3[CH:31]=[CH:30][CH:29]=[C:28]([O:32][CH2:33][CH3:34])[C:27]=3[F:35])=[CH:22][C:21]2=[O:36])[CH2:16][CH:17]([CH3:18])[CH3:19])=[N:11][CH:12]=1)[CH2:4][OH:3]. The catalyst is O1CCCC1.C(OCC)(=O)C. (5) The reactants are [C:1]([O:5][C:6]([N:8]1[CH2:11][CH:10]([C:12](=[O:27])[C:13]2[CH:18]=[CH:17][C:16]([O:19]CC3C=CC=CC=3)=[CH:15][CH:14]=2)[CH2:9]1)=[O:7])([CH3:4])([CH3:3])[CH3:2].[H][H]. The catalyst is CO.[Pd]. The product is [OH:27][CH:12]([C:13]1[CH:14]=[CH:15][C:16]([OH:19])=[CH:17][CH:18]=1)[CH:10]1[CH2:11][N:8]([C:6]([O:5][C:1]([CH3:4])([CH3:3])[CH3:2])=[O:7])[CH2:9]1. The yield is 0.980.